This data is from Forward reaction prediction with 1.9M reactions from USPTO patents (1976-2016). The task is: Predict the product of the given reaction. (1) Given the reactants NC1N(C2C=CC=CC=2OC)N=CC=1C#N.[O:17]1[CH2:22][CH2:21][CH:20]([NH:23][NH2:24])[CH2:19][CH2:18]1.CO[C:27](=[C:29]([C:32]#[N:33])[C:30]#[N:31])[CH3:28], predict the reaction product. The product is: [NH2:33][C:32]1[N:23]([CH:20]2[CH2:21][CH2:22][O:17][CH2:18][CH2:19]2)[N:24]=[C:27]([CH3:28])[C:29]=1[C:30]#[N:31]. (2) The product is: [CH2:20]([C@@H:27]1[CH2:28][NH:29][CH2:30][CH2:31][N:32]1[CH2:18][C:10]1[N:9]=[N:8][N:7]([C:1]2[CH:6]=[CH:5][CH:4]=[CH:3][CH:2]=2)[C:11]=1[C:12]1[CH:17]=[CH:16][CH:15]=[CH:14][CH:13]=1)[C:21]1[CH:26]=[CH:25][CH:24]=[CH:23][CH:22]=1. Given the reactants [C:1]1([N:7]2[C:11]([C:12]3[CH:17]=[CH:16][CH:15]=[CH:14][CH:13]=3)=[C:10]([CH:18]=O)[N:9]=[N:8]2)[CH:6]=[CH:5][CH:4]=[CH:3][CH:2]=1.[CH2:20]([C@H:27]1[NH:32][CH2:31][CH2:30][N:29](C(OC(C)(C)C)=O)[CH2:28]1)[C:21]1[CH:26]=[CH:25][CH:24]=[CH:23][CH:22]=1.C(O[BH-](OC(=O)C)OC(=O)C)(=O)C.[Na+].C(=O)(O)[O-].[Na+], predict the reaction product.